The task is: Predict the reactants needed to synthesize the given product.. This data is from Full USPTO retrosynthesis dataset with 1.9M reactions from patents (1976-2016). (1) Given the product [CH3:1][O:2][C:3]1[CH:4]=[CH:5][C:6]([CH2:9][C:10]([N:12]([CH2:19][C:20]2[CH:21]=[CH:22][C:23]([CH3:26])=[CH:24][CH:25]=2)[CH:13]2[CH2:14][CH2:15][N:16]([CH:27]([CH3:29])[CH3:28])[CH2:17][CH2:18]2)=[O:11])=[CH:7][CH:8]=1, predict the reactants needed to synthesize it. The reactants are: [CH3:1][O:2][C:3]1[CH:8]=[CH:7][C:6]([CH2:9][C:10]([N:12]([CH2:19][C:20]2[CH:25]=[CH:24][C:23]([CH3:26])=[CH:22][CH:21]=2)[CH:13]2[CH2:18][CH2:17][NH:16][CH2:15][CH2:14]2)=[O:11])=[CH:5][CH:4]=1.[CH:27](Br)([CH3:29])[CH3:28]. (2) Given the product [O:11]1[C:15]2[CH:16]=[CH:17][C:18]([NH:20][C:21]3[C:26]([C:27]#[N:28])=[C:25]([O:10][CH2:3][C:4]4[CH:9]=[CH:8][CH:7]=[CH:6][CH:5]=4)[N:24]=[C:23]([S:30][CH3:31])[N:22]=3)=[CH:19][C:14]=2[CH2:13][O:12]1, predict the reactants needed to synthesize it. The reactants are: [H-].[Na+].[CH2:3]([OH:10])[C:4]1[CH:9]=[CH:8][CH:7]=[CH:6][CH:5]=1.[O:11]1[C:15]2[CH:16]=[CH:17][C:18]([NH:20][C:21]3[C:26]([C:27]#[N:28])=[C:25](Cl)[N:24]=[C:23]([S:30][CH3:31])[N:22]=3)=[CH:19][C:14]=2[CH2:13][O:12]1. (3) Given the product [CH3:1][O:2][C:3]1[N:8]=[CH:7][C:6]([NH:9][C:10]2[N:11]=[CH:12][C:13]([CH2:14][OH:15])=[CH:16][C:17]=2[C:18]2[N:26]=[C:25]([CH3:27])[N:24]=[C:23]3[C:19]=2[N:20]=[CH:21][NH:22]3)=[CH:5][CH:4]=1, predict the reactants needed to synthesize it. The reactants are: [CH3:1][O:2][C:3]1[N:8]=[CH:7][C:6]([NH:9][C:10]2[C:17]([C:18]3[N:26]=[C:25]([CH3:27])[N:24]=[C:23]4[C:19]=3[N:20]=[CH:21][N:22]4C3CCCCO3)=[CH:16][C:13]([CH:14]=[O:15])=[CH:12][N:11]=2)=[CH:5][CH:4]=1.[BH4-].[Na+].C(Cl)Cl.Cl. (4) Given the product [Br:10][C:7]1[CH:8]=[CH:9][C:4]([CH2:11][CH3:12])=[N:5][CH:6]=1, predict the reactants needed to synthesize it. The reactants are: [OH-].[Na+].Br[C:4]1[CH:9]=[CH:8][C:7]([Br:10])=[CH:6][N:5]=1.[CH2:11](B(CC)CC)[CH3:12].OO. (5) Given the product [CH2:20]([N:6]1[CH:7]=[C:2]([F:1])[C:3](/[N:9]=[CH:10]/[N:11]([CH3:13])[CH3:12])=[N:4][C:5]1=[O:8])[CH3:21], predict the reactants needed to synthesize it. The reactants are: [F:1][C:2]1[C:3](/[N:9]=[CH:10]/[N:11]([CH3:13])[CH3:12])=[N:4][C:5]([OH:8])=[N:6][CH:7]=1.[H-].[Na+].C(=S)=S.I[CH2:20][CH3:21]. (6) Given the product [F:1][C:2]1[C:7]([F:8])=[C:6]([O:9][CH2:10][CH3:11])[CH:5]=[C:4]([CH3:12])[C:3]=1[CH2:13][CH2:14][CH:15]1[CH2:20][CH2:19][CH:18]([CH:21]2[CH2:26][CH2:25][CH:24]([CH2:27][CH2:28][CH2:29][CH2:30][CH3:31])[CH2:23][CH2:22]2)[CH2:17][CH2:16]1, predict the reactants needed to synthesize it. The reactants are: [F:1][C:2]1[C:7]([F:8])=[C:6]([O:9][CH2:10][CH3:11])[CH:5]=[C:4]([CH3:12])[C:3]=1[CH:13]=[CH:14][CH:15]1[CH2:20][CH2:19][CH:18]([CH:21]2[CH2:26][CH2:25][CH:24]([CH2:27][CH2:28][CH2:29][CH2:30][CH3:31])[CH2:23][CH2:22]2)[CH2:17][CH2:16]1.[H][H]. (7) Given the product [NH2:26][C@H:27]([C:33]([OH:35])=[O:34])[CH2:28][CH2:29][CH2:30][CH2:31][NH2:32].[OH:1][C:2]1[C:15]2[C:14](=[O:16])[C:13]3[C:8](=[CH:9][C:10]([OH:18])=[CH:11][C:12]=3[OH:17])[C:7](=[O:19])[C:6]=2[CH:5]=[C:4]([C:20]([OH:22])=[O:21])[CH:3]=1, predict the reactants needed to synthesize it. The reactants are: [OH:1][C:2]1[C:15]2[C:14](=[O:16])[C:13]3[C:8](=[CH:9][C:10]([OH:18])=[CH:11][C:12]=3[OH:17])[C:7](=[O:19])[C:6]=2[CH:5]=[C:4]([C:20]([OH:22])=[O:21])[CH:3]=1.C(O)C.[NH2:26][C@H:27]([C:33]([OH:35])=[O:34])[CH2:28][CH2:29][CH2:30][CH2:31][NH2:32].